From a dataset of Full USPTO retrosynthesis dataset with 1.9M reactions from patents (1976-2016). Predict the reactants needed to synthesize the given product. (1) Given the product [F:32][C:24]1[CH:25]=[C:26]([N+:29]([O-:31])=[O:30])[CH:27]=[CH:28][C:23]=1[O:22][C:19]1[CH:18]=[CH:17][N:16]=[C:15]2[CH:14]=[C:13]([C:10]3[CH:9]=[CH:8][C:7]([CH:2]=[O:1])=[CH:12][N:11]=3)[S:21][C:20]=12, predict the reactants needed to synthesize it. The reactants are: [O:1]1CCCO[CH:2]1[C:7]1[CH:8]=[CH:9][C:10]([C:13]2[S:21][C:20]3[C:15](=[N:16][CH:17]=[CH:18][C:19]=3[O:22][C:23]3[CH:28]=[CH:27][C:26]([N+:29]([O-:31])=[O:30])=[CH:25][C:24]=3[F:32])[CH:14]=2)=[N:11][CH:12]=1. (2) Given the product [CH3:1][N:2]([C@@H:3]1[CH2:7][CH2:6][N:5]([C:8]2[C:9]3[CH:16]=[CH:15][N:14]([CH2:17][O:18][CH2:19][CH2:20][Si:21]([CH3:22])([CH3:24])[CH3:23])[C:10]=3[N:11]=[CH:12][N:13]=2)[CH2:4]1)[C:25]1[CH:30]=[CH:29][C:28]([NH2:31])=[CH:27][N:26]=1, predict the reactants needed to synthesize it. The reactants are: [CH3:1][N:2]([C:25]1[CH:30]=[CH:29][C:28]([N+:31]([O-])=O)=[CH:27][N:26]=1)[C@@H:3]1[CH2:7][CH2:6][N:5]([C:8]2[C:9]3[CH:16]=[CH:15][N:14]([CH2:17][O:18][CH2:19][CH2:20][Si:21]([CH3:24])([CH3:23])[CH3:22])[C:10]=3[N:11]=[CH:12][N:13]=2)[CH2:4]1. (3) Given the product [CH2:12]([O:11][CH:8]1[CH2:9][CH2:10][C:5](=[O:4])[CH:6]([Br:1])[CH2:7]1)[C:13]1[CH:18]=[CH:17][CH:16]=[CH:15][CH:14]=1, predict the reactants needed to synthesize it. The reactants are: [Br:1]Br.C[O:4][C:5]1[CH2:10][CH2:9][CH:8]([O:11][CH2:12][C:13]2[CH:18]=[CH:17][CH:16]=[CH:15][CH:14]=2)[CH2:7][CH:6]=1.COC(C)(C)C. (4) The reactants are: S(Cl)([Cl:3])=O.[CH2:5]([N:7]([CH2:16][C@H:17]1[CH2:22][CH2:21][C@H:20]([CH2:23][C:24]([O:26][CH2:27][CH3:28])=[O:25])[CH2:19][CH2:18]1)[C:8]1[C:9]([CH2:14]O)=[N:10][CH:11]=[CH:12][CH:13]=1)[CH3:6]. Given the product [Cl:3][CH2:14][C:9]1[C:8]([N:7]([CH2:16][C@H:17]2[CH2:22][CH2:21][C@H:20]([CH2:23][C:24]([O:26][CH2:27][CH3:28])=[O:25])[CH2:19][CH2:18]2)[CH2:5][CH3:6])=[CH:13][CH:12]=[CH:11][N:10]=1, predict the reactants needed to synthesize it. (5) Given the product [CH2:2]([C:5]1([NH:15][CH2:16][C:17]2[CH:18]=[CH:19][C:20]([O:23][CH3:24])=[CH:21][CH:22]=2)[CH2:14][CH2:13][C:8](=[O:9])[CH2:7][CH2:6]1)[CH:3]=[CH2:4], predict the reactants needed to synthesize it. The reactants are: Cl.[CH2:2]([C:5]1([NH:15][CH2:16][C:17]2[CH:22]=[CH:21][C:20]([O:23][CH3:24])=[CH:19][CH:18]=2)[CH2:14][CH2:13][C:8]2(OCC[O:9]2)[CH2:7][CH2:6]1)[CH:3]=[CH2:4].C(=O)([O-])O.[Na+].ClCCl. (6) Given the product [N:1]1([C:2]2[CH:10]=[CH:9][C:5]([C:6]([OH:8])=[O:7])=[CH:4][CH:3]=2)[CH2:12][CH2:13][CH2:14][C:15]1=[O:16], predict the reactants needed to synthesize it. The reactants are: [NH2:1][C:2]1[CH:10]=[CH:9][C:5]([C:6]([OH:8])=[O:7])=[CH:4][CH:3]=1.Br[CH2:12][CH2:13][CH2:14][C:15](OCC)=[O:16].